The task is: Predict the reactants needed to synthesize the given product.. This data is from Full USPTO retrosynthesis dataset with 1.9M reactions from patents (1976-2016). (1) Given the product [C:48]([C:16]1[C:17]([C:29]2[CH:30]=[CH:31][C:32]([N:35]3[CH2:36][CH2:37][N:38]([C:41]([O:43][C:44]([CH3:47])([CH3:46])[CH3:45])=[O:42])[CH2:39][CH2:40]3)=[CH:33][CH:34]=2)=[C:18]2[C:23]([C:24]3[O:25][CH:26]=[CH:27][CH:28]=3)=[N:22][NH:21][C:19]2=[N:20][C:15]=1[C:12]1[CH:13]=[CH:14][C:9]([OH:8])=[C:10]([CH3:50])[CH:11]=1)#[N:49], predict the reactants needed to synthesize it. The reactants are: C([O:8][C:9]1[CH:14]=[CH:13][C:12]([C:15]2[N:20]=[C:19]3[NH:21][N:22]=[C:23]([C:24]4[O:25][CH:26]=[CH:27][CH:28]=4)[C:18]3=[C:17]([C:29]3[CH:34]=[CH:33][C:32]([N:35]4[CH2:40][CH2:39][N:38]([C:41]([O:43][C:44]([CH3:47])([CH3:46])[CH3:45])=[O:42])[CH2:37][CH2:36]4)=[CH:31][CH:30]=3)[C:16]=2[C:48]#[N:49])=[CH:11][C:10]=1[CH3:50])C1C=CC=CC=1.C1CC=CCC=1. (2) Given the product [C:1]([O:7][CH2:13][CH3:14])(=[O:6])[CH2:2][CH2:3][C:4]#[CH:5], predict the reactants needed to synthesize it. The reactants are: [C:1]([OH:7])(=[O:6])[CH2:2][CH2:3][C:4]#[CH:5].OS(O)(=O)=O.[CH2:13](O)[CH3:14]. (3) Given the product [F:1][C:2]1[CH:3]=[C:4]([N:8]2[C:12]([C:13]3[CH:18]=[CH:17][CH:16]=[C:15]([O:19][C:20]([F:22])([F:23])[F:21])[CH:14]=3)=[CH:11][C:10]([NH:24][C:32]([C@@H:27]3[C@@H:26]([CH3:25])[C:30](=[O:31])[NH:29][CH2:28]3)=[O:33])=[N:9]2)[CH:5]=[CH:6][CH:7]=1, predict the reactants needed to synthesize it. The reactants are: [F:1][C:2]1[CH:3]=[C:4]([N:8]2[C:12]([C:13]3[CH:18]=[CH:17][CH:16]=[C:15]([O:19][C:20]([F:23])([F:22])[F:21])[CH:14]=3)=[CH:11][C:10]([NH2:24])=[N:9]2)[CH:5]=[CH:6][CH:7]=1.[CH3:25][C@H:26]1[C:30](=[O:31])[NH:29][CH2:28][C@@H:27]1[C:32](O)=[O:33].C1C=CC2N(O)N=NC=2C=1.CCN=C=NCCCN(C)C.Cl. (4) Given the product [O:1]1[C:5]2[CH:6]=[CH:7][CH:8]=[CH:9][C:4]=2[C:3]([C:10]2[CH:11]=[N:12][N:13]3[C:25](=[O:26])[CH:24]=[C:23]([C:20]4[CH:21]=[CH:22][C:17]([Cl:16])=[C:18]([O:31][CH2:32][CH3:33])[CH:19]=4)[NH:15][C:14]=23)=[N:2]1, predict the reactants needed to synthesize it. The reactants are: [O:1]1[C:5]2[CH:6]=[CH:7][CH:8]=[CH:9][C:4]=2[C:3]([C:10]2[CH:11]=[N:12][NH:13][C:14]=2[NH2:15])=[N:2]1.[Cl:16][C:17]1[CH:22]=[CH:21][C:20]([C:23](=O)[CH2:24][C:25](OCC)=[O:26])=[CH:19][C:18]=1[O:31][CH2:32][CH3:33].CC1C=CC(S(O)(=O)=O)=CC=1.